From a dataset of Reaction yield outcomes from USPTO patents with 853,638 reactions. Predict the reaction yield, written as a fraction of the theoretical maximum amount of product (1.0 means a 100% yield; for example, 0.34 means a 34% yield). (1) The reactants are [C:1]([O:5][C:6](=[O:22])[CH2:7][O:8][C:9]1[CH:14]=[CH:13][C:12](Cl)=[CH:11][C:10]=1[C:16]#[C:17][Si:18]([CH3:21])([CH3:20])[CH3:19])([CH3:4])([CH3:3])[CH3:2].C(OC(=O)COC1C=CC([C:37]#[N:38])=CC=1Br)(C)(C)C.C[Si](C#C)(C)C. No catalyst specified. The product is [C:1]([O:5][C:6](=[O:22])[CH2:7][O:8][C:9]1[CH:14]=[CH:13][C:12]([C:37]#[N:38])=[CH:11][C:10]=1[C:16]#[C:17][Si:18]([CH3:21])([CH3:20])[CH3:19])([CH3:4])([CH3:3])[CH3:2]. The yield is 0.870. (2) The reactants are C(OC(=O)[NH:7][C:8]1[CH:13]=[CH:12][C:11]([C:14]([N:16]2[CH2:22][C:21]3([CH3:24])[CH2:23][CH:17]2[CH2:18][C:19]([CH3:26])([CH3:25])[CH2:20]3)=[O:15])=[CH:10][CH:9]=1)(C)(C)C.[H-].[Na+].C([O:34][C:35](=[O:38])[CH2:36]Br)(C)(C)C. The catalyst is CN(C=O)C. The product is [CH3:24][C:21]12[CH2:23][CH:17]([N:16]([C:14]([C:11]3[CH:10]=[CH:9][C:8]([NH:7][CH2:36][C:35]([OH:38])=[O:34])=[CH:13][CH:12]=3)=[O:15])[CH2:22]1)[CH2:18][C:19]([CH3:25])([CH3:26])[CH2:20]2. The yield is 0.740. (3) The yield is 0.866. The product is [Cl:1][CH2:2][C@H:3]([OH:4])[CH2:8][O:9][CH2:7][CH2:5][Cl:6]. The catalyst is C1COCC1.B(F)(F)F.CCOCC. The reactants are [Cl:1][CH2:2][CH2:3][OH:4].[CH2:5]([C@@H:7]1[O:9][CH2:8]1)[Cl:6]. (4) The reactants are Br[C:2]1[CH:3]=[C:4]2[C:9](=[CH:10][CH:11]=1)[CH:8]=[C:7]([OH:12])[CH:6]=[CH:5]2.[CH2:13]([Li])CCC.C[O:19][B:20](OC)[O:21]C.[Cl-].[NH4+]. The catalyst is C1COCC1.O. The product is [CH3:13][O:12][C:7]1[CH:8]=[C:9]2[C:4](=[CH:5][CH:6]=1)[CH:3]=[C:2]([B:20]([OH:21])[OH:19])[CH:11]=[CH:10]2. The yield is 0.870. (5) The reactants are Br[C:2]1[N:3]=[CH:4][C:5]([NH2:8])=[N:6][CH:7]=1.[NH:9]1[CH2:13][CH2:12][CH2:11][C:10]1=[O:14].C(=O)([O-])[O-].[K+].[K+].[C@@H]1(N)CCCC[C@H]1N. The catalyst is O1CCOCC1.[Cu]I.CO.C(OCC)(=O)C. The product is [NH2:8][C:5]1[N:6]=[CH:7][C:2]([N:9]2[CH2:13][CH2:12][CH2:11][C:10]2=[O:14])=[N:3][CH:4]=1. The yield is 0.307. (6) The reactants are FC(F)(F)S(O[C:7]1[N:8]=[C:9]([C:12]2[CH:17]=[CH:16][CH:15]=[C:14]([O:18][CH3:19])[CH:13]=2)[O:10][CH:11]=1)(=O)=O.C[Sn](C)(C)[C:24]1[CH:29]=[CH:28][C:27]([NH:30][C:31](=[O:37])[O:32][C:33]([CH3:36])([CH3:35])[CH3:34])=[CH:26][CH:25]=1.[Li+].[Cl-]. The yield is 0.730. The catalyst is O1CCOCC1.C1C=CC([P]([Pd]([P](C2C=CC=CC=2)(C2C=CC=CC=2)C2C=CC=CC=2)([P](C2C=CC=CC=2)(C2C=CC=CC=2)C2C=CC=CC=2)[P](C2C=CC=CC=2)(C2C=CC=CC=2)C2C=CC=CC=2)(C2C=CC=CC=2)C2C=CC=CC=2)=CC=1. The product is [CH3:19][O:18][C:14]1[CH:13]=[C:12]([C:9]2[O:10][CH:11]=[C:7]([C:24]3[CH:25]=[CH:26][C:27]([NH:30][C:31](=[O:37])[O:32][C:33]([CH3:35])([CH3:34])[CH3:36])=[CH:28][CH:29]=3)[N:8]=2)[CH:17]=[CH:16][CH:15]=1. (7) The reactants are C(O)C.[Br:4][C:5]1[C:6]([CH3:16])=[C:7]([N+:13]([O-:15])=[O:14])[C:8]([O:11][CH3:12])=[N:9][CH:10]=1.[C:17](OCC)(=[O:23])[C:18]([O:20][CH2:21][CH3:22])=[O:19].[O-]CC.[K+]. The catalyst is CCOCC. The product is [Br:4][C:5]1[C:6](/[CH:16]=[C:17](\[OH:23])/[C:18]([O:20][CH2:21][CH3:22])=[O:19])=[C:7]([N+:13]([O-:15])=[O:14])[C:8]([O:11][CH3:12])=[N:9][CH:10]=1. The yield is 0.460.